From a dataset of Full USPTO retrosynthesis dataset with 1.9M reactions from patents (1976-2016). Predict the reactants needed to synthesize the given product. (1) Given the product [NH:2]1[CH2:18][CH2:19][N:20]=[C:1]1[C:3]1[CH:4]=[CH:5][C:6]([C:7]([NH:9][C:10]2[CH:11]=[CH:12][N:13]=[CH:14][CH:15]=2)=[O:8])=[CH:16][CH:17]=1, predict the reactants needed to synthesize it. The reactants are: [C:1]([C:3]1[CH:17]=[CH:16][C:6]([C:7]([NH:9][C:10]2[CH:15]=[CH:14][N:13]=[CH:12][CH:11]=2)=[O:8])=[CH:5][CH:4]=1)#[N:2].[CH2:18](N)[CH2:19][NH2:20].P12(SP3(SP(SP(S3)(S1)=S)(=S)S2)=S)=S. (2) Given the product [CH3:25][N:4]([CH3:3])[C:5](=[O:24])[CH2:6][N:7]1[C:11]2[CH:12]=[C:13]([CH3:17])[CH:14]=[C:15]([CH3:16])[C:10]=2[N:9]([CH2:18][C:19]([OH:21])=[O:20])[C:8]1=[O:23], predict the reactants needed to synthesize it. The reactants are: [OH-].[Li+].[CH3:3][N:4]([CH3:25])[C:5](=[O:24])[CH2:6][N:7]1[C:11]2[CH:12]=[C:13]([CH3:17])[CH:14]=[C:15]([CH3:16])[C:10]=2[N:9]([CH2:18][C:19]([O:21]C)=[O:20])[C:8]1=[O:23]. (3) Given the product [CH2:10]([O:12][C:13]([C:14]1[C:15](=[O:16])[N:6]2[N:5]=[C:4]([C:7]([OH:9])=[O:8])[CH:3]=[C:2]2[NH:1][CH:20]=1)=[O:24])[CH3:11], predict the reactants needed to synthesize it. The reactants are: [NH2:1][C:2]1[NH:6][N:5]=[C:4]([C:7]([OH:9])=[O:8])[CH:3]=1.[CH2:10]([O:12][C:13](=[O:24])[C:14](=[CH:20]OCC)[C:15](OCC)=[O:16])[CH3:11].